From a dataset of Catalyst prediction with 721,799 reactions and 888 catalyst types from USPTO. Predict which catalyst facilitates the given reaction. (1) Reactant: [CH2:1](Br)[C:2]1[CH:7]=[CH:6][CH:5]=[CH:4][CH:3]=1.[OH:9][C:10]1[CH:11]=[C:12]([CH:15]=[CH:16][C:17]=1[O:18][CH2:19][C:20]1[CH:25]=[CH:24][C:23]([O:26][CH3:27])=[CH:22][CH:21]=1)[CH:13]=[O:14].C(=O)([O-])[O-].[Cs+].[Cs+]. Product: [CH3:27][O:26][C:23]1[CH:24]=[CH:25][C:20]([CH2:19][O:18][C:17]2[CH:16]=[CH:15][C:12]([CH:13]=[O:14])=[CH:11][C:10]=2[O:9][CH2:1][C:2]2[CH:7]=[CH:6][CH:5]=[CH:4][CH:3]=2)=[CH:21][CH:22]=1. The catalyst class is: 9. (2) Reactant: [F:1][C:2]1[CH:7]=[C:6]([N:8]2[C@H:12]([CH3:13])[CH2:11][CH2:10][S:9]2(=[O:15])=[O:14])[CH:5]=[CH:4][C:3]=1[C:16]([N:18]1[CH2:23][CH2:22][N:21]([C:24]2[C:29]([CH3:30])=[CH:28][C:27]([CH3:31])=[C:26]([CH3:32])[N:25]=2)[CH2:20][CH2:19]1)=[O:17].[ClH:33].C(OCC)(=O)C. Product: [ClH:33].[F:1][C:2]1[CH:7]=[C:6]([N:8]2[C@H:12]([CH3:13])[CH2:11][CH2:10][S:9]2(=[O:15])=[O:14])[CH:5]=[CH:4][C:3]=1[C:16]([N:18]1[CH2:19][CH2:20][N:21]([C:24]2[C:29]([CH3:30])=[CH:28][C:27]([CH3:31])=[C:26]([CH3:32])[N:25]=2)[CH2:22][CH2:23]1)=[O:17]. The catalyst class is: 13. (3) Reactant: [Cl:1][CH2:2][C:3](Cl)=[O:4].[C:6]([C:10]1[CH:14]=[C:13]([NH2:15])[O:12][N:11]=1)([CH3:9])([CH3:8])[CH3:7].N1C=CC=CC=1. Product: [C:6]([C:10]1[CH:14]=[C:13]([NH:15][C:3](=[O:4])[CH2:2][Cl:1])[O:12][N:11]=1)([CH3:9])([CH3:8])[CH3:7]. The catalyst class is: 4. (4) Reactant: [CH2:1]([N:3]1[C:7]([C:8]([OH:10])=O)=[CH:6][C:5]([CH3:11])=[N:4]1)[CH3:2].S(Cl)(Cl)=O.[NH2:16][C:17]1[CH:33]=[CH:32][C:20]([CH2:21][C:22]2[CH:23]=[C:24]3[C:28](=[CH:29][CH:30]=2)[NH:27][C:26](=[O:31])[CH2:25]3)=[CH:19][CH:18]=1. Product: [O:31]=[C:26]1[CH2:25][C:24]2[C:28](=[CH:29][CH:30]=[C:22]([CH2:21][C:20]3[CH:19]=[CH:18][C:17]([NH:16][C:8]([C:7]4[N:3]([CH2:1][CH3:2])[N:4]=[C:5]([CH3:11])[CH:6]=4)=[O:10])=[CH:33][CH:32]=3)[CH:23]=2)[NH:27]1. The catalyst class is: 1. (5) Reactant: [CH3:1][O:2][C:3]([C:5]1[CH:10]=[CH:9][C:8](=[O:11])[N:7]([CH2:12][C:13]2[CH:18]=[CH:17][CH:16]=[CH:15][CH:14]=2)[C:6]=1[CH3:19])=[O:4].[Br:20]N1C(=O)CCC1=O.C(OOC(=O)C1C=CC=CC=1)(=O)C1C=CC=CC=1. Product: [CH3:1][O:2][C:3]([C:5]1[CH:10]=[CH:9][C:8](=[O:11])[N:7]([CH2:12][C:13]2[CH:14]=[CH:15][CH:16]=[CH:17][CH:18]=2)[C:6]=1[CH2:19][Br:20])=[O:4]. The catalyst class is: 53. (6) Reactant: [CH3:1][C:2]1[CH:7]=[C:6]([C:8]2[CH:9]=[CH:10][C:11]3[N:17]4[CH2:18][C@H:14]([CH2:15][CH2:16]4)[NH:13][C:12]=3[N:19]=2)[CH:5]=[CH:4][N:3]=1.Cl[C:21](Cl)([O:23]C(=O)OC(Cl)(Cl)Cl)Cl.[O:32]1[C:36]2[CH:37]=[CH:38][C:39]([NH2:41])=[CH:40][C:35]=2[O:34][CH2:33]1.C(N(C(C)C)C(C)C)C.C([O-])(O)=O.[Na+]. Product: [O:32]1[C:36]2[CH:37]=[CH:38][C:39]([NH:41][C:21]([N:13]3[C@@H:14]4[CH2:18][N:17]([CH2:16][CH2:15]4)[C:11]4[CH:10]=[CH:9][C:8]([C:6]5[CH:5]=[CH:4][N:3]=[C:2]([CH3:1])[CH:7]=5)=[N:19][C:12]3=4)=[O:23])=[CH:40][C:35]=2[O:34][CH2:33]1. The catalyst class is: 1. (7) Reactant: [F:1][C:2]([F:29])([F:28])[C:3]([C:9]1[CH:14]=[CH:13][C:12]([C:15]2[CH:20]=[CH:19][C:18]([C:21]([O:23]C(C)(C)C)=[O:22])=[CH:17][CH:16]=2)=[CH:11][CH:10]=1)([OH:8])[C:4]([F:7])([F:6])[F:5]. Product: [F:1][C:2]([F:28])([F:29])[C:3]([C:9]1[CH:10]=[CH:11][C:12]([C:15]2[CH:20]=[CH:19][C:18]([C:21]([OH:23])=[O:22])=[CH:17][CH:16]=2)=[CH:13][CH:14]=1)([OH:8])[C:4]([F:5])([F:7])[F:6]. The catalyst class is: 137. (8) Reactant: [CH2:1]([O:8][C:9]([NH:11][C@@H:12]([C:16]1[CH:21]=[CH:20][CH:19]=[CH:18][CH:17]=1)[C:13]([OH:15])=O)=[O:10])[C:2]1[CH:7]=[CH:6][CH:5]=[CH:4][CH:3]=1.[NH:22]1[CH2:26][CH2:25][CH2:24][CH2:23]1.C(N(C(C)C)CC)(C)C.F[B-](F)(F)F.N1(OC(N(C)C)=[N+](C)C)C2C=CC=CC=2N=N1. Product: [CH2:1]([O:8][C:9](=[O:10])[NH:11][C@@H:12]([C:16]1[CH:21]=[CH:20][CH:19]=[CH:18][CH:17]=1)[C:13](=[O:15])[N:22]1[CH2:26][CH2:25][CH2:24][CH2:23]1)[C:2]1[CH:3]=[CH:4][CH:5]=[CH:6][CH:7]=1. The catalyst class is: 245. (9) Reactant: [Si]([O:8][C@@H:9]1[CH2:13][CH2:12][N:11]([C:14]([C:16]2[CH:21]=[CH:20][C:19]([C:22]3[CH:23]=[CH:24][C:25]4=[C:26]([CH:49]=3)[N:27]=[C:28]([NH:41][C:42](=[O:48])[O:43][C:44]([CH3:47])([CH3:46])[CH3:45])[CH2:29][C:30]([C:32](=[O:40])[N:33]([CH2:37][CH2:38][CH3:39])[CH2:34][CH2:35][CH3:36])=[CH:31]4)=[CH:18][CH:17]=2)=[O:15])[CH2:10]1)(C(C)(C)C)(C)C.CCCC[N+](CCCC)(CCCC)CCCC.[F-]. Product: [CH2:37]([N:33]([CH2:34][CH2:35][CH3:36])[C:32]([C:30]1=[CH:31][C:25]2[CH:24]=[CH:23][C:22]([C:19]3[CH:20]=[CH:21][C:16]([C:14]([N:11]4[CH2:12][CH2:13][C@@H:9]([OH:8])[CH2:10]4)=[O:15])=[CH:17][CH:18]=3)=[CH:49][C:26]=2[N:27]=[C:28]([NH:41][C:42](=[O:48])[O:43][C:44]([CH3:47])([CH3:46])[CH3:45])[CH2:29]1)=[O:40])[CH2:38][CH3:39]. The catalyst class is: 49.